This data is from Merck oncology drug combination screen with 23,052 pairs across 39 cell lines. The task is: Regression. Given two drug SMILES strings and cell line genomic features, predict the synergy score measuring deviation from expected non-interaction effect. (1) Synergy scores: synergy=12.5. Drug 2: Cn1nnc2c(C(N)=O)ncn2c1=O. Cell line: UWB1289. Drug 1: CCN(CC)CCNC(=O)c1c(C)[nH]c(C=C2C(=O)Nc3ccc(F)cc32)c1C. (2) Drug 1: N#Cc1ccc(Cn2cncc2CN2CCN(c3cccc(Cl)c3)C(=O)C2)cc1. Drug 2: Nc1ccn(C2OC(CO)C(O)C2(F)F)c(=O)n1. Cell line: MDAMB436. Synergy scores: synergy=4.06.